From a dataset of Full USPTO retrosynthesis dataset with 1.9M reactions from patents (1976-2016). Predict the reactants needed to synthesize the given product. (1) The reactants are: Br[CH2:2][C:3]([C:5]1[CH:10]=[CH:9][C:8]([NH:11][S:12]([C:15]([F:18])([F:17])[F:16])(=[O:14])=[O:13])=[CH:7][C:6]=1[Cl:19])=O.[F:20][C:21]([F:34])([F:33])[CH2:22][CH2:23][C:24]1[CH:29]=[C:28]([C:30](=[S:32])[NH2:31])[CH:27]=[CH:26][N:25]=1. Given the product [Cl:19][C:6]1[CH:7]=[C:8]([NH:11][S:12]([C:15]([F:18])([F:17])[F:16])(=[O:14])=[O:13])[CH:9]=[CH:10][C:5]=1[C:3]1[N:31]=[C:30]([C:28]2[CH:27]=[CH:26][N:25]=[C:24]([CH2:23][CH2:22][C:21]([F:34])([F:20])[F:33])[CH:29]=2)[S:32][CH:2]=1, predict the reactants needed to synthesize it. (2) Given the product [Cl:1][C:2]1[CH:7]=[CH:6][C:5]([N:8]2[C:23](=[O:22])[C:25]3=[N:26][O:27][C:28]([C:31]4[CH:32]=[CH:33][CH:34]=[CH:35][CH:36]=4)=[C:29]3[N:30]=[C:9]2[C:10]2[CH:15]=[CH:14][C:13]([CH:16]([CH3:18])[CH3:17])=[CH:12][CH:11]=2)=[CH:4][CH:3]=1, predict the reactants needed to synthesize it. The reactants are: [Cl:1][C:2]1[CH:7]=[CH:6][C:5]([NH:8][C:9](=O)[C:10]2[CH:15]=[CH:14][C:13]([CH:16]([CH3:18])[CH3:17])=[CH:12][CH:11]=2)=[CH:4][CH:3]=1.C([O:22][C:23]([C:25]1[C:29]([NH2:30])=[C:28]([C:31]2[CH:36]=[CH:35][CH:34]=[CH:33][CH:32]=2)[O:27][N:26]=1)=O)C.C([O-])([O-])=O.[K+].[K+]. (3) Given the product [Br:1][C:2]1[CH:11]=[CH:10][CH:9]=[C:8]2[C:3]=1[CH2:4][CH2:5][N:6]([CH2:17][CH2:16][S:13]([CH3:12])(=[O:15])=[O:14])[CH2:7]2, predict the reactants needed to synthesize it. The reactants are: [Br:1][C:2]1[CH:11]=[CH:10][CH:9]=[C:8]2[C:3]=1[CH2:4][CH2:5][NH:6][CH2:7]2.[CH3:12][S:13]([CH:16]=[CH2:17])(=[O:15])=[O:14]. (4) Given the product [C:1]([O:5][C:6](=[O:46])[N:7]([C@H:9]([C:11](=[O:45])[NH:12][C@@H:13]1[C:19](=[O:20])[N:18]([CH2:21][C:22]2[C:31]3[C:26](=[CH:27][C:28]([C:32](=[O:34])[CH3:33])=[CH:29][CH:30]=3)[CH:25]=[CH:24][C:23]=2[O:39][CH3:40])[C:17]2[CH:41]=[CH:42][CH:43]=[CH:44][C:16]=2[CH2:15][CH2:14]1)[CH3:10])[CH3:8])([CH3:2])([CH3:3])[CH3:4], predict the reactants needed to synthesize it. The reactants are: [C:1]([O:5][C:6](=[O:46])[N:7]([C@H:9]([C:11](=[O:45])[NH:12][C@@H:13]1[C:19](=[O:20])[N:18]([CH2:21][C:22]2[C:31]3[C:26](=[CH:27][C:28]([C:32]([O:34]CCCC)=[CH2:33])=[CH:29][CH:30]=3)[CH:25]=[CH:24][C:23]=2[O:39][CH3:40])[C:17]2[CH:41]=[CH:42][CH:43]=[CH:44][C:16]=2[CH2:15][CH2:14]1)[CH3:10])[CH3:8])([CH3:4])([CH3:3])[CH3:2].Cl.C1COCC1. (5) The reactants are: [CH2:1]([O:3][C:4]1[CH:11]=[C:10]([F:12])[C:7]([CH2:8][OH:9])=[C:6]([F:13])[CH:5]=1)[CH3:2].[C:14]([O:18][C:19]([N:21]1[CH2:26][CH2:25][N:24]([C:27](Cl)=[O:28])[C@H:23]([CH2:30][CH3:31])[CH2:22]1)=[O:20])([CH3:17])([CH3:16])[CH3:15]. Given the product [CH2:1]([O:3][C:4]1[CH:5]=[C:6]([F:13])[C:7]([CH2:8][O:9][C:27]([N:24]2[CH2:25][CH2:26][N:21]([C:19]([O:18][C:14]([CH3:16])([CH3:15])[CH3:17])=[O:20])[CH2:22][C@H:23]2[CH2:30][CH3:31])=[O:28])=[C:10]([F:12])[CH:11]=1)[CH3:2], predict the reactants needed to synthesize it. (6) Given the product [CH2:1]([O:3][C:4](=[O:12])[C:17]([CH3:18])([CH:19]1[CH2:38][CH2:39][O:35][CH2:36][CH2:37]1)[CH3:21])[CH3:2], predict the reactants needed to synthesize it. The reactants are: [CH2:1]([O:3][C:4](=[O:12])CC1CCOCC1)[CH3:2].C([N-][CH:17]([CH3:19])[CH3:18])(C)C.[Li+].[CH:21](NC(C)C)(C)C.C([Li])CCC.CI.[O:35]1[CH2:39][CH2:38][CH2:37][CH2:36]1.